This data is from Reaction yield outcomes from USPTO patents with 853,638 reactions. The task is: Predict the reaction yield, written as a fraction of the theoretical maximum amount of product (1.0 means a 100% yield; for example, 0.34 means a 34% yield). (1) The reactants are [F:1][C:2]1[CH:3]=[C:4]([N:8]2[CH:12]=[C:11]([NH:13][C:14](=[O:18])[CH:15]([CH3:17])[CH3:16])[C:10]([CH:19]=C)=[N:9]2)[CH:5]=[N:6][CH:7]=1.I([O-])(=O)(=O)=[O:22].[Na+]. The catalyst is O1CCCC1.O.[Os](=O)(=O)(=O)=O. The product is [F:1][C:2]1[CH:3]=[C:4]([N:8]2[CH:12]=[C:11]([NH:13][C:14](=[O:18])[CH:15]([CH3:17])[CH3:16])[C:10]([CH:19]=[O:22])=[N:9]2)[CH:5]=[N:6][CH:7]=1. The yield is 0.880. (2) The reactants are [CH3:1][O:2][C:3](=[O:17])[CH2:4][C:5]1[C:6]([F:16])=[C:7]2[C:12](=[CH:13][C:14]=1[F:15])[N:11]=[CH:10][CH:9]=[CH:8]2.[Br:18]Br.N1C=CC=CC=1. The catalyst is C(Cl)(Cl)(Cl)Cl. The product is [CH3:1][O:2][C:3](=[O:17])[CH2:4][C:5]1[C:6]([F:16])=[C:7]2[C:12](=[CH:13][C:14]=1[F:15])[N:11]=[CH:10][C:9]([Br:18])=[CH:8]2. The yield is 0.600. (3) The reactants are C[O:2][C:3](=[O:36])[CH2:4][C@H:5]1[C:9]2[CH:10]=[CH:11][C:12]([O:14][CH2:15][C:16]3[CH:17]=[C:18]([C:22]4[C:27]([CH3:28])=[CH:26][C:25]([O:29][CH2:30][CH2:31][S:32][CH2:33][CH3:34])=[CH:24][C:23]=4[CH3:35])[CH:19]=[CH:20][CH:21]=3)=[CH:13][C:8]=2[O:7][CH2:6]1.CO.[OH-].[Na+].Cl. The catalyst is O.O1CCCC1. The product is [CH2:33]([S:32][CH2:31][CH2:30][O:29][C:25]1[CH:24]=[C:23]([CH3:35])[C:22]([C:18]2[CH:19]=[CH:20][CH:21]=[C:16]([CH2:15][O:14][C:12]3[CH:11]=[CH:10][C:9]4[C@H:5]([CH2:4][C:3]([OH:36])=[O:2])[CH2:6][O:7][C:8]=4[CH:13]=3)[CH:17]=2)=[C:27]([CH3:28])[CH:26]=1)[CH3:34]. The yield is 0.890. (4) The yield is 0.890. The catalyst is C1COCC1. The product is [Br:1][C:2]1[CH:3]=[CH:4][C:5]([C:8]2[O:12][C:11]([Cl:24])=[N:10][C:9]=2[CH3:13])=[N:6][CH:7]=1. The reactants are [Br:1][C:2]1[CH:3]=[CH:4][C:5]([C:8]2[O:12][CH:11]=[N:10][C:9]=2[CH3:13])=[N:6][CH:7]=1.[Li+].C[Si]([N-][Si](C)(C)C)(C)C.[Cl:24]C(Cl)(Cl)C(Cl)(Cl)Cl. (5) The reactants are [O:1]=[C:2]1[C:8]2[CH:9]=[CH:10][CH:11]=[CH:12][C:7]=2[O:6][C:5]2[CH:13]=[CH:14][CH:15]=[CH:16][C:4]=2[N:3]1[CH2:17][C:18]1[CH:23]=[CH:22][C:21](/[CH:24]=[CH:25]/[C:26]([O:28][CH2:29][CH3:30])=[O:27])=[CH:20][CH:19]=1.[H][H]. The catalyst is C(O)C.[Pd]. The product is [O:1]=[C:2]1[C:8]2[CH:9]=[CH:10][CH:11]=[CH:12][C:7]=2[O:6][C:5]2[CH:13]=[CH:14][CH:15]=[CH:16][C:4]=2[N:3]1[CH2:17][C:18]1[CH:19]=[CH:20][C:21]([CH2:24][CH2:25][C:26]([O:28][CH2:29][CH3:30])=[O:27])=[CH:22][CH:23]=1. The yield is 0.950. (6) The yield is 0.640. The product is [F:5][C:6]1[CH:12]=[C:11]([N:13]2[CH2:18][CH2:17][O:16][CH2:15][CH2:14]2)[C:10]([F:19])=[CH:9][C:7]=1[NH:8][N:1]=[C:25]([C:24](=[O:30])[CH2:23][O:22][CH3:21])[C:26]([O:28][CH3:29])=[O:27]. The reactants are [N:1]([O-])=O.[Na+].[F:5][C:6]1[CH:12]=[C:11]([N:13]2[CH2:18][CH2:17][O:16][CH2:15][CH2:14]2)[C:10]([F:19])=[CH:9][C:7]=1[NH2:8].Cl.[CH3:21][O:22][CH2:23][C:24](=[O:30])[CH2:25][C:26]([O:28][CH3:29])=[O:27].CC([O-])=O.[Na+].[OH-].[Na+]. The catalyst is O.CO.